Task: Predict the product of the given reaction.. Dataset: Forward reaction prediction with 1.9M reactions from USPTO patents (1976-2016) (1) Given the reactants [CH2:1]([O:8][C:9]1[C:10]([C:15]([O:17][CH3:18])=[O:16])=[N:11][CH:12]=[CH:13][CH:14]=1)[C:2]1[CH:7]=[CH:6][CH:5]=[CH:4][CH:3]=1.ClC1C=C(C=CC=1)C(OO)=[O:24], predict the reaction product. The product is: [CH2:1]([O:8][C:9]1[CH:14]=[CH:13][CH:12]=[N+:11]([O-:24])[C:10]=1[C:15]([O:17][CH3:18])=[O:16])[C:2]1[CH:3]=[CH:4][CH:5]=[CH:6][CH:7]=1. (2) The product is: [C:1]([C:5]1[C:6]([O:34][CH3:35])=[C:7]([N:19]([CH3:33])[C:20](=[O:32])[C:21]2[CH:22]=[CH:23][C:24]([NH:27][S:28]([CH3:31])(=[O:29])=[O:30])=[CH:25][CH:26]=2)[CH:8]=[C:9]([C:11]2[C:12](=[O:17])[NH:13][CH:14]=[CH:15][CH:16]=2)[CH:10]=1)([CH3:4])([CH3:2])[CH3:3]. Given the reactants [C:1]([C:5]1[C:6]([O:34][CH3:35])=[C:7]([N:19]([CH3:33])[C:20](=[O:32])[C:21]2[CH:26]=[CH:25][C:24]([NH:27][S:28]([CH3:31])(=[O:30])=[O:29])=[CH:23][CH:22]=2)[CH:8]=[C:9]([C:11]2[C:12]([O:17]C)=[N:13][CH:14]=[CH:15][CH:16]=2)[CH:10]=1)([CH3:4])([CH3:3])[CH3:2].Br, predict the reaction product. (3) Given the reactants [O-]P([O-])([O-])=O.[K+].[K+].[K+].[CH2:9]([O:11][C:12]([C:14]1[NH:15][C:16]2[C:21]([CH:22]=1)=[CH:20][C:19]([O:23][CH2:24][C:25]1[CH:30]=[CH:29][CH:28]=[CH:27][CH:26]=1)=[CH:18][CH:17]=2)=[O:13])[CH3:10].[CH:31]([O:34][C:35]1[CH:40]=[CH:39][C:38](Br)=[CH:37][CH:36]=1)([CH3:33])[CH3:32].CNCCNC, predict the reaction product. The product is: [CH2:9]([O:11][C:12]([C:14]1[N:15]([C:38]2[CH:39]=[CH:40][C:35]([O:34][CH:31]([CH3:33])[CH3:32])=[CH:36][CH:37]=2)[C:16]2[C:21]([CH:22]=1)=[CH:20][C:19]([O:23][CH2:24][C:25]1[CH:30]=[CH:29][CH:28]=[CH:27][CH:26]=1)=[CH:18][CH:17]=2)=[O:13])[CH3:10]. (4) Given the reactants [CH3:1][C:2]1[N:6]([C:7]2[CH:12]=[CH:11][CH:10]=[CH:9][N:8]=2)[N:5]=[CH:4][C:3]=1[C:13]([OH:15])=O.S(Cl)(Cl)=O.CN(C)C=O.[NH2:25][C:26]1[CH:27]=[C:28]([CH3:43])[C:29]([N:32]2[CH2:37][CH2:36][CH:35]([CH2:38][C:39]([CH3:42])([OH:41])[CH3:40])[CH2:34][CH2:33]2)=[N:30][CH:31]=1, predict the reaction product. The product is: [OH:41][C:39]([CH3:42])([CH3:40])[CH2:38][CH:35]1[CH2:34][CH2:33][N:32]([C:29]2[N:30]=[CH:31][C:26]([NH:25][C:13]([C:3]3[CH:4]=[N:5][N:6]([C:7]4[CH:12]=[CH:11][CH:10]=[CH:9][N:8]=4)[C:2]=3[CH3:1])=[O:15])=[CH:27][C:28]=2[CH3:43])[CH2:37][CH2:36]1. (5) Given the reactants [NH:1]([CH2:5][CH2:6][OH:7])[CH2:2][CH2:3][OH:4].[C:8](=[O:11])([O-])[O-].[K+].[K+].Br[CH2:15][C:16]1[CH:21]=[CH:20][CH:19]=[C:18]([CH2:22]Br)[CH:17]=1, predict the reaction product. The product is: [OH:4][CH2:3][CH2:2][N:1]([CH2:15][C:16]1[CH:21]=[CH:20][CH:19]=[C:18]([CH2:22][N:1]([CH2:5][CH2:8][OH:11])[CH2:2][CH2:3][OH:4])[CH:17]=1)[CH2:5][CH2:6][OH:7]. (6) Given the reactants Br[C:2]1[CH:3]=[C:4]([CH:16]2[CH2:18][CH2:17]2)[C:5]2[O:12][C:9]3([CH2:11][CH2:10]3)[CH2:8][C:7]([CH3:14])([CH3:13])[C:6]=2[CH:15]=1.[CH3:19][Si:20]([C:23]#[CH:24])([CH3:22])[CH3:21].C(N(CC)CC)C.C(OCC)(=O)C, predict the reaction product. The product is: [CH:16]1([C:4]2[C:5]3[O:12][C:9]4([CH2:11][CH2:10]4)[CH2:8][C:7]([CH3:13])([CH3:14])[C:6]=3[CH:15]=[C:2]([C:24]#[C:23][Si:20]([CH3:22])([CH3:21])[CH3:19])[CH:3]=2)[CH2:17][CH2:18]1. (7) Given the reactants [NH2:1][CH2:2][CH:3]([OH:11])[CH2:4][CH:5]1[CH2:10][CH2:9][CH2:8][CH2:7][CH2:6]1.Cl[C:13](=[O:19])[C:14]([O:16][CH2:17][CH3:18])=[O:15], predict the reaction product. The product is: [CH:5]1([CH2:4][CH:3]([OH:11])[CH2:2][NH:1][C:13](=[O:19])[C:14]([O:16][CH2:17][CH3:18])=[O:15])[CH2:6][CH2:7][CH2:8][CH2:9][CH2:10]1.